From a dataset of Catalyst prediction with 721,799 reactions and 888 catalyst types from USPTO. Predict which catalyst facilitates the given reaction. Reactant: [O:1]1[CH2:5][CH:4]=[CH:3][CH:2]1[C:6]1[CH:7]=[N:8][C:9]([C:12]2[CH:13]=[C:14]([CH:29]=[CH:30][CH:31]=2)[CH2:15][C:16]2[C:21](=[O:22])[CH:20]=[CH:19][N:18]([C:23]3[CH:24]=[N:25][N:26]([CH3:28])[CH:27]=3)[N:17]=2)=[N:10][CH:11]=1.C(O)C. The catalyst class is: 99. Product: [CH3:28][N:26]1[CH:27]=[C:23]([N:18]2[CH:19]=[CH:20][C:21](=[O:22])[C:16]([CH2:15][C:14]3[CH:29]=[CH:30][CH:31]=[C:12]([C:9]4[N:8]=[CH:7][C:6]([CH:2]5[CH2:3][CH2:4][CH2:5][O:1]5)=[CH:11][N:10]=4)[CH:13]=3)=[N:17]2)[CH:24]=[N:25]1.